Task: Predict the reactants needed to synthesize the given product.. Dataset: Retrosynthesis with 50K atom-mapped reactions and 10 reaction types from USPTO (1) Given the product COc1ccc2[nH]c(/C=C/C(=O)OCc3ccccc3)cc2c1, predict the reactants needed to synthesize it. The reactants are: COc1ccc2[nH]c(C=O)cc2c1.O=C(C=P(c1ccccc1)(c1ccccc1)c1ccccc1)OCc1ccccc1. (2) Given the product O=C(CCCl)N1c2ccccc2CCc2ccc(Cl)cc21, predict the reactants needed to synthesize it. The reactants are: Clc1ccc2c(c1)Nc1ccccc1CC2.O=C(Cl)CCCl. (3) Given the product O=C(O)c1ccc(C=S(=O)=O)c(CC2=NOCC2)c1Cl, predict the reactants needed to synthesize it. The reactants are: COC(=O)c1ccc(C=S(=O)=O)c(CC2=NOCC2)c1Cl. (4) Given the product Nc1ccc2c(cnn2CCN2CCOCC2)c1, predict the reactants needed to synthesize it. The reactants are: O=[N+]([O-])c1ccc2c(cnn2CCN2CCOCC2)c1. (5) Given the product CNS(=O)(=O)NC(=O)c1cc(C2CC2)c(OCC2(C)CCC(F)(F)CC2)cc1F, predict the reactants needed to synthesize it. The reactants are: CC1(COc2cc(F)c(C(=O)O)cc2C2CC2)CCC(F)(F)CC1.CNS(N)(=O)=O. (6) Given the product CCc1cc(N2CCN(C(=O)Cn3nc(C(F)(F)F)c(Cl)c3C)CC2)ccc1Cl, predict the reactants needed to synthesize it. The reactants are: CCc1cc(N2CCNCC2)ccc1Cl.Cc1c(Cl)c(C(F)(F)F)nn1CC(=O)O.